Task: Predict which catalyst facilitates the given reaction.. Dataset: Catalyst prediction with 721,799 reactions and 888 catalyst types from USPTO (1) Reactant: [F:1][C:2]([F:47])([F:46])[C:3]1[CH:4]=[C:5]([CH:39]=[C:40]([C:42]([F:45])([F:44])[F:43])[CH:41]=1)[CH2:6][N:7]([C:27]1[N:32]=[CH:31][C:30]([C:33]2[CH:34]=[N:35][N:36]([CH3:38])[CH:37]=2)=[CH:29][N:28]=1)[C@@H:8]1[CH2:12][N:11]([C:13]2[CH:20]=[CH:19][C:18]([C:21]([F:24])([F:23])[F:22])=[CH:17][C:14]=2[CH:15]=[O:16])[C@H:10]([CH2:25][CH3:26])[CH2:9]1.[BH4-].[Na+].C(=O)([O-])O.[Na+]. Product: [F:46][C:2]([F:1])([F:47])[C:3]1[CH:4]=[C:5]([CH:39]=[C:40]([C:42]([F:45])([F:44])[F:43])[CH:41]=1)[CH2:6][N:7]([C:27]1[N:32]=[CH:31][C:30]([C:33]2[CH:34]=[N:35][N:36]([CH3:38])[CH:37]=2)=[CH:29][N:28]=1)[C@@H:8]1[CH2:12][N:11]([C:13]2[CH:20]=[CH:19][C:18]([C:21]([F:22])([F:23])[F:24])=[CH:17][C:14]=2[CH2:15][OH:16])[C@H:10]([CH2:25][CH3:26])[CH2:9]1. The catalyst class is: 5. (2) Product: [CH:1]([C:4]1[C:12]([C:13](=[O:16])[CH2:14][CH3:15])=[C:7]2[CH:8]=[CH:9][CH:10]=[CH:11][N:6]2[N:5]=1)([CH3:3])[CH3:2]. Reactant: [CH:1]([C:4]1[CH:12]=[C:7]2[CH:8]=[CH:9][CH:10]=[CH:11][N:6]2[N:5]=1)([CH3:3])[CH3:2].[C:13](Cl)(=[O:16])[CH2:14][CH3:15].[Al+3].[Cl-].[Cl-].[Cl-]. The catalyst class is: 534. (3) Reactant: [C:1]([C:3]1[CH:4]=[C:5]([S:9]([N:12]2[C:16]([C:17]3[CH:22]=[CH:21][CH:20]=[CH:19][CH:18]=3)=[CH:15][C:14]([CH2:23][N:24]([CH3:32])[C:25](=[O:31])[O:26][C:27]([CH3:30])([CH3:29])[CH3:28])=[CH:13]2)(=[O:11])=[O:10])[CH:6]=[CH:7][CH:8]=1)#[N:2].[N-:33]=[N+:34]=[N-:35].[Na+].Cl.C(N(CC)CC)C.C1(C)C=CC=CC=1. Product: [CH3:32][N:24]([CH2:23][C:14]1[CH:15]=[C:16]([C:17]2[CH:22]=[CH:21][CH:20]=[CH:19][CH:18]=2)[N:12]([S:9]([C:5]2[CH:6]=[CH:7][CH:8]=[C:3]([C:1]3[NH:35][N:34]=[N:33][N:2]=3)[CH:4]=2)(=[O:10])=[O:11])[CH:13]=1)[C:25](=[O:31])[O:26][C:27]([CH3:28])([CH3:29])[CH3:30]. The catalyst class is: 13. (4) Reactant: [CH3:1][O:2][C:3](=[O:18])[C:4]1[C:9]([CH3:10])=[CH:8][CH:7]=[C:6]([F:11])[C:5]=1[N:12]1[C:16](=[O:17])[NH:15][N:14]=[N:13]1.[CH3:19]N(C)C=O.C(=O)([O-])[O-].[K+].[K+].CI. Product: [CH3:1][O:2][C:3](=[O:18])[C:4]1[C:9]([CH3:10])=[CH:8][CH:7]=[C:6]([F:11])[C:5]=1[N:12]1[C:16](=[O:17])[N:15]([CH3:19])[N:14]=[N:13]1. The catalyst class is: 6.